Dataset: Peptide-MHC class I binding affinity with 185,985 pairs from IEDB/IMGT. Task: Regression. Given a peptide amino acid sequence and an MHC pseudo amino acid sequence, predict their binding affinity value. This is MHC class I binding data. The peptide sequence is VILFIMFMLI. The MHC is HLA-A68:02 with pseudo-sequence HLA-A68:02. The binding affinity (normalized) is 0.354.